Task: Predict the reactants needed to synthesize the given product.. Dataset: Full USPTO retrosynthesis dataset with 1.9M reactions from patents (1976-2016) (1) Given the product [CH3:53]/[CH:52]=[CH:51]/[CH2:50][C@H:48]([C@@H:47]([OH:54])[C@@H:43]1[N:42]([CH3:55])[C:40](=[O:41])[C@H:39]([CH:56]([CH3:57])[CH3:58])[N:38]([CH3:59])[C:36](=[O:37])[C@H:35]([CH2:60][CH:61]([CH3:62])[CH3:63])[N:34]([CH3:64])[C:32](=[O:33])[C@H:31]([CH2:65][CH:66]([CH3:68])[CH3:67])[N:30]([CH3:69])[C:28](=[O:29])[C@@H:27]([CH3:70])[NH:26][C:24](=[O:25])[C@H:23]([CH3:71])[NH:22][C:20](=[O:21])[C@H:19]([CH2:72][CH:73]([CH3:75])[CH3:74])[N:18]([CH3:76])[C:16](=[O:17])[C@H:15]([CH:77]([CH3:79])[CH3:78])[NH:14][C:12](=[O:13])[C@H:11]([CH2:80][CH:81]([CH3:83])[CH3:82])[N:10]([CH3:84])[C:8](=[O:9])[CH2:7][N:6]([CH3:85])[C:4](=[O:5])[C@H:3]([C@H:2]([OH:95])[CH3:1])[NH:46][C:44]1=[O:45])[CH3:49], predict the reactants needed to synthesize it. The reactants are: [CH3:1][CH2:2][C@@H:3]1[NH:46][C:44](=[O:45])[C@H:43]([C@H:47]([OH:54])[C@@H:48]([CH2:50]/[CH:51]=[CH:52]/[CH3:53])[CH3:49])[N:42]([CH3:55])[C:40](=[O:41])[C@H:39]([CH:56]([CH3:58])[CH3:57])[N:38]([CH3:59])[C:36](=[O:37])[C@H:35]([CH2:60][CH:61]([CH3:63])[CH3:62])[N:34]([CH3:64])[C:32](=[O:33])[C@H:31]([CH2:65][CH:66]([CH3:68])[CH3:67])[N:30]([CH3:69])[C:28](=[O:29])[C@@H:27]([CH3:70])[NH:26][C:24](=[O:25])[C@H:23]([CH3:71])[NH:22][C:20](=[O:21])[C@H:19]([CH2:72][CH:73]([CH3:75])[CH3:74])[N:18]([CH3:76])[C:16](=[O:17])[C@H:15]([CH:77]([CH3:79])[CH3:78])[NH:14][C:12](=[O:13])[C@H:11]([CH2:80][CH:81]([CH3:83])[CH3:82])[N:10]([CH3:84])[C:8](=[O:9])[CH2:7][N:6]([CH3:85])[C:4]1=[O:5].CCCCC(C(O)C1N(C)C(=O)C(C(C)C)N(C)C(=O)C(CC(C)C)N(C)C(=O)C(CC(C)C)N(C)C(=O)C(C)NC(=O)C(C)NC(=O)C(CC(C)C)N(C)C(=O)C(C(C)C)NC(=O)C(C(C)(C)C)N(C)C(=O)CN(C)C(=O)C(C(O)C)NC1=[O:95])C. (2) Given the product [CH3:1][O:2][C:3](=[O:42])[CH2:4][C@H:5]1[C:9]2[CH:10]=[CH:11][C:12]([O:14][C@H:15]3[C:23]4[C:18](=[C:19]([O:25][C:26]5[CH:31]=[CH:30][C:29]([C:44]6[CH:49]=[CH:48][CH:47]=[C:46]([CH3:50])[N:45]=6)=[CH:28][C:27]=5[F:41])[CH:20]=[CH:21][C:22]=4[F:24])[CH2:17][CH2:16]3)=[CH:13][C:8]=2[O:7][CH2:6]1, predict the reactants needed to synthesize it. The reactants are: [CH3:1][O:2][C:3](=[O:42])[CH2:4][C@H:5]1[C:9]2[CH:10]=[CH:11][C:12]([O:14][C@H:15]3[C:23]4[C:18](=[C:19]([O:25][C:26]5[CH:31]=[CH:30][C:29](B6OC(C)(C)C(C)(C)O6)=[CH:28][C:27]=5[F:41])[CH:20]=[CH:21][C:22]=4[F:24])[CH2:17][CH2:16]3)=[CH:13][C:8]=2[O:7][CH2:6]1.Br[C:44]1[CH:49]=[CH:48][CH:47]=[C:46]([CH3:50])[N:45]=1. (3) Given the product [C:49]([OH:56])(=[O:55])/[CH:50]=[CH:51]/[C:52]([OH:54])=[O:53].[CH3:35][N:40]1[C:39](=[O:42])[CH:38]=[C:37]([C:43]2[CH:44]=[CH:45][N:46]=[CH:47][CH:48]=2)[N:36]=[C:19]1[N:15]1[CH2:16][CH2:17][CH2:18][CH:13]([C:10]2[CH:9]=[CH:8][C:7]([CH2:27][N:29]3[CH2:32][CH2:33][CH2:31][CH2:30]3)=[CH:12][CH:11]=2)[CH2:14]1, predict the reactants needed to synthesize it. The reactants are: Cl.N1([C:7]2[CH:12]=[CH:11][C:10]([CH:13]3[CH2:18][CH2:17][CH2:16][N:15]([C:19](OC(C)(C)C)=O)[CH2:14]3)=[C:9](C)[CH:8]=2)CCCC1.[CH2:27]([N:29]([CH2:32][CH3:33])[CH2:30][CH3:31])C.Cl[C:35]1[N:40](C)[C:39](=[O:42])[CH:38]=[C:37]([C:43]2[CH:48]=[CH:47][N:46]=[CH:45][CH:44]=2)[N:36]=1.[C:49]([OH:56])(=[O:55])/[CH:50]=[CH:51]/[C:52]([OH:54])=[O:53]. (4) Given the product [C:1]([NH:8][CH2:9][C:10]1[CH:11]=[C:12]2[C:17](=[CH:18][CH:19]=1)[N:16]([CH:20]1[CH2:25][CH2:24][N:23]([C:26]([O:28][CH2:29][C:30]3[CH:31]=[CH:32][CH:33]=[CH:34][CH:35]=3)=[O:27])[CH2:22][CH2:21]1)[C:15](=[O:36])[N:14]([CH2:37][C:38]1[CH:43]=[CH:42][C:41]([O:44][CH3:45])=[C:40]([O:46][CH3:47])[CH:39]=1)[C:13]2=[O:48])(=[O:3])[CH3:2], predict the reactants needed to synthesize it. The reactants are: [C:1](OC(=O)C)(=[O:3])[CH3:2].[NH2:8][CH2:9][C:10]1[CH:11]=[C:12]2[C:17](=[CH:18][CH:19]=1)[N:16]([CH:20]1[CH2:25][CH2:24][N:23]([C:26]([O:28][CH2:29][C:30]3[CH:35]=[CH:34][CH:33]=[CH:32][CH:31]=3)=[O:27])[CH2:22][CH2:21]1)[C:15](=[O:36])[N:14]([CH2:37][C:38]1[CH:43]=[CH:42][C:41]([O:44][CH3:45])=[C:40]([O:46][CH3:47])[CH:39]=1)[C:13]2=[O:48].CCN(CC)CC. (5) Given the product [C:1]([C:3]1[CH:8]=[CH:7][C:6]([N:9]([CH2:14][CH3:15])[CH2:10][C:11]([NH:23][CH2:20][CH2:21][CH3:22])=[O:13])=[CH:5][C:4]=1[C:16]([F:19])([F:18])[F:17])#[N:2], predict the reactants needed to synthesize it. The reactants are: [C:1]([C:3]1[CH:8]=[CH:7][C:6]([N:9]([CH2:14][CH3:15])[CH2:10][C:11]([OH:13])=O)=[CH:5][C:4]=1[C:16]([F:19])([F:18])[F:17])#[N:2].[CH2:20]([NH2:23])[CH2:21][CH3:22]. (6) Given the product [C:1]([O:5][C:6](=[O:15])[NH:7][C@H:8]1[CH2:9][CH2:10][C@H:11]([NH:14][CH2:27][C:25]2[CH:24]=[CH:23][C:20]3[S:21][CH2:22][C:17](=[O:16])[NH:18][C:19]=3[N:26]=2)[CH2:12][CH2:13]1)([CH3:4])([CH3:2])[CH3:3], predict the reactants needed to synthesize it. The reactants are: [C:1]([O:5][C:6](=[O:15])[NH:7][C@H:8]1[CH2:13][CH2:12][C@H:11]([NH2:14])[CH2:10][CH2:9]1)([CH3:4])([CH3:3])[CH3:2].[O:16]=[C:17]1[CH2:22][S:21][C:20]2[CH:23]=[CH:24][C:25]([CH:27]=O)=[N:26][C:19]=2[NH:18]1. (7) Given the product [C:37]1([C:35]([NH2:34])=[O:36])[CH:45]=[CH:44][C:40]([C:41]([NH2:4])=[O:42])=[CH:39][CH:38]=1, predict the reactants needed to synthesize it. The reactants are: C([N:4](CC)C(C)C)(C)C.F[P-](F)(F)(F)(F)F.N1(OC(N(C)C)=[N+](C)C)C2N=CC=CC=2N=N1.[NH2:34][C:35]([C:37]1[CH:45]=[CH:44][C:40]([C:41](O)=[O:42])=[CH:39][C:38]=1NCC1CC1)=[O:36]. (8) The reactants are: [CH3:1][O:2][C:3]1[CH:4]=[C:5]2[C:10](=[CH:11][C:12]=1[O:13][CH3:14])[N:9]=[CH:8][N:7]=[C:6]2[O:15][C:16]1[CH:22]=[CH:21][C:19]([NH2:20])=[C:18]([F:23])[CH:17]=1.ClC(Cl)(O[C:28](=[O:34])OC(Cl)(Cl)Cl)Cl.Cl.[CH2:37]([NH2:40])[C:38]#[CH:39].C(=O)([O-])O.[Na+]. Given the product [CH3:1][O:2][C:3]1[CH:4]=[C:5]2[C:10](=[CH:11][C:12]=1[O:13][CH3:14])[N:9]=[CH:8][N:7]=[C:6]2[O:15][C:16]1[CH:22]=[CH:21][C:19]([NH:20][C:28]([NH:40][CH2:37][C:38]#[CH:39])=[O:34])=[C:18]([F:23])[CH:17]=1, predict the reactants needed to synthesize it.